The task is: Predict the reactants needed to synthesize the given product.. This data is from Full USPTO retrosynthesis dataset with 1.9M reactions from patents (1976-2016). Given the product [CH3:41][O:42][C:24](=[O:25])[CH2:23][CH2:22][NH:21][C:19](=[O:20])[C:18]1[CH:17]=[CH:16][C:15]([CH:10]([O:9][C:7]2[CH:6]=[CH:5][C:4]([C:29]3[CH:30]=[CH:31][C:32]([CH:35]([CH3:36])[CH3:37])=[CH:33][CH:34]=3)=[C:3]([CH:1]=[N:39][OH:40])[CH:8]=2)[CH2:11][CH:12]([CH3:14])[CH3:13])=[CH:28][CH:27]=1, predict the reactants needed to synthesize it. The reactants are: [CH:1]([C:3]1[CH:8]=[C:7]([O:9][CH:10]([C:15]2[CH:28]=[CH:27][C:18]([C:19]([NH:21][CH2:22][CH2:23][C:24](O)=[O:25])=[O:20])=[CH:17][CH:16]=2)[CH2:11][CH:12]([CH3:14])[CH3:13])[CH:6]=[CH:5][C:4]=1[C:29]1[CH:34]=[CH:33][C:32]([CH:35]([CH3:37])[CH3:36])=[CH:31][CH:30]=1)=O.Cl.[NH2:39][OH:40].[CH3:41][OH:42].